Predict the product of the given reaction. From a dataset of Forward reaction prediction with 1.9M reactions from USPTO patents (1976-2016). (1) Given the reactants [CH:1]([N:4]=[C:5]=[O:6])([CH3:3])[CH3:2].[NH2:7][C:8]1[C:17]2[N:18]=[C:19]([CH2:29][CH2:30][CH3:31])[N:20]([CH2:21][CH2:22][CH2:23][CH:24]([NH:26][O:27][CH3:28])[CH3:25])[C:16]=2[C:15]2[CH:14]=[CH:13][C:12]([C:32]3[CH:37]=[CH:36][CH:35]=[CH:34][CH:33]=3)=[CH:11][C:10]=2[N:9]=1, predict the reaction product. The product is: [NH2:7][C:8]1[C:17]2[N:18]=[C:19]([CH2:29][CH2:30][CH3:31])[N:20]([CH2:21][CH2:22][CH2:23][CH:24]([N:26]([O:27][CH3:28])[C:5]([NH:4][CH:1]([CH3:3])[CH3:2])=[O:6])[CH3:25])[C:16]=2[C:15]2[CH:14]=[CH:13][C:12]([C:32]3[CH:33]=[CH:34][CH:35]=[CH:36][CH:37]=3)=[CH:11][C:10]=2[N:9]=1. (2) Given the reactants I[C:2]1[C:10]2[CH:9]=[N:8][CH:7]=[N:6][C:5]=2[N:4]([CH:11]([CH3:13])[CH3:12])[CH:3]=1.[Li]CCCC.[Br:19][C:20]1[C:21]([O:32][CH2:33][CH3:34])=[N:22][CH:23]=[C:24]([CH:31]=1)[C:25](N(OC)C)=[O:26], predict the reaction product. The product is: [Br:19][C:20]1[CH:31]=[C:24]([C:25]([C:2]2[C:10]3[CH:9]=[N:8][CH:7]=[N:6][C:5]=3[N:4]([CH:11]([CH3:13])[CH3:12])[CH:3]=2)=[O:26])[CH:23]=[N:22][C:21]=1[O:32][CH2:33][CH3:34]. (3) Given the reactants FC(F)(F)C(O)=O.[CH3:8][S:9]([C:12]1[CH:33]=[CH:32][C:15]([O:16][C:17]2[N:22]=[CH:21][N:20]=[C:19]3[N:23]([CH:26]4[CH2:31][CH2:30][NH:29][CH2:28][CH2:27]4)[N:24]=[CH:25][C:18]=23)=[CH:14][CH:13]=1)(=[O:11])=[O:10].[F:34][C:35]1[CH:42]=[CH:41][C:38]([CH:39]=O)=[CH:37][CH:36]=1.C(N(CC)CC)C.C(O[BH-](OC(=O)C)OC(=O)C)(=O)C.[Na+], predict the reaction product. The product is: [F:34][C:35]1[CH:42]=[CH:41][C:38]([CH2:39][N:29]2[CH2:28][CH2:27][CH:26]([N:23]3[C:19]4=[N:20][CH:21]=[N:22][C:17]([O:16][C:15]5[CH:14]=[CH:13][C:12]([S:9]([CH3:8])(=[O:11])=[O:10])=[CH:33][CH:32]=5)=[C:18]4[CH:25]=[N:24]3)[CH2:31][CH2:30]2)=[CH:37][CH:36]=1. (4) The product is: [CH2:1]([C:5]1[CH:6]=[CH:7][C:8]([C:11]#[C:12][C:13]2[CH:40]=[CH:39][C:16]([CH2:17][N:18]([CH2:26][C:27]3[CH:38]=[CH:37][C:30]([O:31][CH2:32][C:33]([OH:35])=[O:34])=[CH:29][CH:28]=3)[C:19](=[O:25])[CH2:20][CH2:21][CH2:22][CH2:23][CH3:24])=[CH:15][CH:14]=2)=[CH:9][CH:10]=1)[CH2:2][CH2:3][CH3:4]. Given the reactants [CH2:1]([C:5]1[CH:10]=[CH:9][C:8]([C:11]#[C:12][C:13]2[CH:40]=[CH:39][C:16]([CH2:17][N:18]([CH2:26][C:27]3[CH:38]=[CH:37][C:30]([O:31][CH2:32][C:33]([O:35]C)=[O:34])=[CH:29][CH:28]=3)[C:19](=[O:25])[CH2:20][CH2:21][CH2:22][CH2:23][CH3:24])=[CH:15][CH:14]=2)=[CH:7][CH:6]=1)[CH2:2][CH2:3][CH3:4].[OH-].[Na+], predict the reaction product. (5) Given the reactants [NH2:1][C:2]1[C:10]([Cl:11])=[CH:9][CH:8]=[CH:7][C:3]=1[C:4](O)=[O:5].[NH2:12][C:13](N)=[O:14], predict the reaction product. The product is: [Cl:11][C:10]1[CH:9]=[CH:8][CH:7]=[C:3]2[C:2]=1[N:1]=[C:13]([OH:14])[N:12]=[C:4]2[OH:5]. (6) Given the reactants [NH:1]1[CH2:4][CH:3]([C:5]([NH:7][C:8]2[CH:13]=[CH:12][C:11]([CH:14]3[CH2:19][CH2:18][N:17]([C:20]([O:22][C:23]([CH3:26])([CH3:25])[CH3:24])=[O:21])[CH2:16][CH2:15]3)=[CH:10][CH:9]=2)=[O:6])[CH2:2]1.C(N(C(C)C)CC)(C)C.[Cl:36][C:37]1[N:38]=[N:39][C:40](Cl)=[CH:41][CH:42]=1, predict the reaction product. The product is: [Cl:36][C:37]1[N:38]=[N:39][C:40]([N:1]2[CH2:4][CH:3]([C:5]([NH:7][C:8]3[CH:13]=[CH:12][C:11]([CH:14]4[CH2:15][CH2:16][N:17]([C:20]([O:22][C:23]([CH3:26])([CH3:25])[CH3:24])=[O:21])[CH2:18][CH2:19]4)=[CH:10][CH:9]=3)=[O:6])[CH2:2]2)=[CH:41][CH:42]=1. (7) Given the reactants [CH:1]1[C:13]2[CH:12]([CH2:14][O:15][C:16]([NH:18][C@@H:19]([C:23]3[CH:28]=[CH:27][CH:26]=[CH:25][CH:24]=3)[C:20](O)=[O:21])=[O:17])[C:11]3[C:6](=[CH:7][CH:8]=[CH:9][CH:10]=3)[C:5]=2[CH:4]=[CH:3][CH:2]=1.C(OC(=O)[NH:35][CH2:36][CH2:37][CH2:38][CH2:39][CH2:40][CH2:41][NH2:42])(C)(C)C, predict the reaction product. The product is: [CH:10]1[C:11]2[CH:12]([CH2:14][O:15][C:16](=[O:17])[NH:18][C@H:19]([C:20](=[O:21])[NH:35][CH2:36][CH2:37][CH2:38][CH2:39][CH2:40][CH2:41][NH2:42])[C:23]3[CH:28]=[CH:27][CH:26]=[CH:25][CH:24]=3)[C:13]3[C:5](=[CH:4][CH:3]=[CH:2][CH:1]=3)[C:6]=2[CH:7]=[CH:8][CH:9]=1. (8) Given the reactants Cl[C:2]1[CH:7]=[CH:6][N:5]=[C:4]([C:8]#[N:9])[CH:3]=1.C(=O)([O-])[O-].[K+].[K+].[CH3:16][C:17]1[CH:22]=[CH:21][CH:20]=[CH:19][C:18]=1B(O)O.[Cl-].[NH4+], predict the reaction product. The product is: [CH3:16][C:17]1[CH:22]=[CH:21][CH:20]=[CH:19][C:18]=1[C:2]1[CH:7]=[CH:6][N:5]=[C:4]([C:8]#[N:9])[CH:3]=1. (9) Given the reactants [NH2:1][C:2]1[N:7]=[CH:6][C:5]([C:8]2[CH:13]=[CH:12][C:11]([C:14]3[C:15]([S:20]([NH:23]C(C)(C)C)(=[O:22])=[O:21])=[CH:16][CH:17]=[CH:18][CH:19]=3)=[CH:10][C:9]=2[F:28])=[CH:4][CH:3]=1.[C:29]([OH:35])([C:31]([F:34])([F:33])[F:32])=[O:30], predict the reaction product. The product is: [F:32][C:31]([F:34])([F:33])[C:29]([OH:35])=[O:30].[NH2:1][C:2]1[N:7]=[CH:6][C:5]([C:8]2[CH:13]=[CH:12][C:11]([C:14]3[C:15]([S:20]([NH2:23])(=[O:22])=[O:21])=[CH:16][CH:17]=[CH:18][CH:19]=3)=[CH:10][C:9]=2[F:28])=[CH:4][CH:3]=1.